Dataset: Forward reaction prediction with 1.9M reactions from USPTO patents (1976-2016). Task: Predict the product of the given reaction. (1) Given the reactants FC(F)(F)C(O)=O.[CH3:8][C:9]1[C:13]([CH3:14])=[C:12]([NH:15][C:16]([N:18]2[CH2:23][CH2:22][NH:21][CH2:20][CH2:19]2)=[O:17])[O:11][N:10]=1.Cl[C:25]1[S:29][N:28]=[C:27]([C:30]2[CH:35]=[CH:34][C:33]([F:36])=[CH:32][CH:31]=2)[N:26]=1.C(N(CC)CC)C.CN(C)C=O, predict the reaction product. The product is: [CH3:8][C:9]1[C:13]([CH3:14])=[C:12]([NH:15][C:16]([N:18]2[CH2:19][CH2:20][N:21]([C:25]3[S:29][N:28]=[C:27]([C:30]4[CH:35]=[CH:34][C:33]([F:36])=[CH:32][CH:31]=4)[N:26]=3)[CH2:22][CH2:23]2)=[O:17])[O:11][N:10]=1. (2) Given the reactants [N:1]1([C:5]2[N:10]=[C:9]([NH:11]CC3C=CC(OC)=CC=3)[CH:8]=[CH:7][CH:6]=2)[CH2:4][CH2:3][CH2:2]1.C(O)(C(F)(F)F)=O.C([O-])([O-])=O.[Na+].[Na+], predict the reaction product. The product is: [N:1]1([C:5]2[N:10]=[C:9]([NH2:11])[CH:8]=[CH:7][CH:6]=2)[CH2:4][CH2:3][CH2:2]1. (3) Given the reactants [Cl:1][C:2]1[CH:22]=[C:21]([N+:23]([O-])=O)[CH:20]=[CH:19][C:3]=1[O:4][C:5]1[CH:6]=[C:7]([CH:16]=[CH:17][CH:18]=1)[C:8]([NH:10][C:11]([C:14]#[N:15])([CH3:13])[CH3:12])=[O:9], predict the reaction product. The product is: [NH2:23][C:21]1[CH:20]=[CH:19][C:3]([O:4][C:5]2[CH:6]=[C:7]([CH:16]=[CH:17][CH:18]=2)[C:8]([NH:10][C:11]([C:14]#[N:15])([CH3:12])[CH3:13])=[O:9])=[C:2]([Cl:1])[CH:22]=1. (4) Given the reactants [Cl:1][C:2]1[CH:7]=[CH:6][C:5]([C:8]2[N:12]([CH:13]([CH:23]3[CH2:28][CH2:27][CH2:26][CH2:25][CH2:24]3)[CH2:14][O:15]CC3CCCCC3)[C:11]3[CH:29]=[C:30]([F:34])[C:31]([F:33])=[CH:32][C:10]=3[N:9]=2)=[CH:4][CH:3]=1.[CH2:35]([O:37][C:38]([C:40]1([O:44][C:45]2[CH:50]=[CH:49][C:48](O)=[CH:47][CH:46]=2)[CH2:43][CH2:42][CH2:41]1)=[O:39])[CH3:36].C(P(CCCC)CCCC)CCC.CN(C)C(N=NC(N(C)C)=O)=O, predict the reaction product. The product is: [CH2:35]([O:37][C:38]([C:40]1([O:44][C:45]2[CH:50]=[CH:49][C:48]([O:15][CH2:14][CH:13]([N:12]3[C:11]4[CH:29]=[C:30]([F:34])[C:31]([F:33])=[CH:32][C:10]=4[N:9]=[C:8]3[C:5]3[CH:4]=[CH:3][C:2]([Cl:1])=[CH:7][CH:6]=3)[CH:23]3[CH2:28][CH2:27][CH2:26][CH2:25][CH2:24]3)=[CH:47][CH:46]=2)[CH2:43][CH2:42][CH2:41]1)=[O:39])[CH3:36]. (5) Given the reactants Br[C:2]1[C:3]2[CH:10]=[C:9]([C:11]([O:13][CH3:14])=[O:12])[CH:8]=[CH:7][C:4]=2[S:5][CH:6]=1.[OH:15][C:16]1[CH:21]=[CH:20][C:19](B(O)O)=[C:18]([CH3:25])[CH:17]=1.C(Cl)Cl, predict the reaction product. The product is: [OH:15][C:16]1[CH:21]=[CH:20][C:19]([C:2]2[C:3]3[CH:10]=[C:9]([C:11]([O:13][CH3:14])=[O:12])[CH:8]=[CH:7][C:4]=3[S:5][CH:6]=2)=[C:18]([CH3:25])[CH:17]=1. (6) Given the reactants Cl.[F:2][C:3]([F:28])([F:27])[C:4]1[CH:26]=[CH:25][CH:24]=[CH:23][C:5]=1[CH:6]([O:18][CH:19]1[CH2:22][NH:21][CH2:20]1)[C:7]1[CH:12]=[CH:11][C:10]([O:13][C:14]([F:17])([F:16])[F:15])=[CH:9][CH:8]=1.[N-:29]=[C:30]=[O:31], predict the reaction product. The product is: [F:28][C:3]([F:27])([F:2])[C:4]1[CH:26]=[CH:25][CH:24]=[CH:23][C:5]=1[CH:6]([O:18][CH:19]1[CH2:22][N:21]([C:30]([NH:29][CH2:3][C:4]2[CH:26]=[CH:25][CH:24]=[CH:23][CH:5]=2)=[O:31])[CH2:20]1)[C:7]1[CH:12]=[CH:11][C:10]([O:13][C:14]([F:17])([F:16])[F:15])=[CH:9][CH:8]=1.